From a dataset of Reaction yield outcomes from USPTO patents with 853,638 reactions. Predict the reaction yield, written as a fraction of the theoretical maximum amount of product (1.0 means a 100% yield; for example, 0.34 means a 34% yield). The reactants are [N+:1]([C:4]1[CH:5]=[C:6]([CH:10]=[CH:11][CH2:12][CH2:13][CH2:14][N:15]2[C:23](=[O:24])[C:22]3[C:17](=[CH:18][CH:19]=[CH:20][CH:21]=3)[C:16]2=[O:25])[CH:7]=[CH:8][CH:9]=1)([O-])=O. The catalyst is CO.[Pd]. The product is [NH2:1][C:4]1[CH:5]=[C:6]([CH2:10][CH2:11][CH2:12][CH2:13][CH2:14][N:15]2[C:23](=[O:24])[C:22]3[C:17](=[CH:18][CH:19]=[CH:20][CH:21]=3)[C:16]2=[O:25])[CH:7]=[CH:8][CH:9]=1. The yield is 0.727.